Dataset: Forward reaction prediction with 1.9M reactions from USPTO patents (1976-2016). Task: Predict the product of the given reaction. (1) Given the reactants [CH3:1][N:2]([CH2:10][CH2:11][CH:12]=[O:13])[C:3](=[O:9])[O:4][C:5]([CH3:8])([CH3:7])[CH3:6].[F:14][C:15]([Si](C)(C)C)([F:17])[F:16].[F-].C([N+](CCCC)(CCCC)CCCC)CCC.[Cl-].[NH4+], predict the reaction product. The product is: [CH3:1][N:2]([CH2:10][CH2:11][CH:12]([OH:13])[C:15]([F:17])([F:16])[F:14])[C:3](=[O:9])[O:4][C:5]([CH3:8])([CH3:6])[CH3:7]. (2) Given the reactants O[C:2]1[CH2:7][O:6][CH2:5][CH2:4][C:3]=1[C:8]([O:10][CH2:11][CH3:12])=[O:9].[C:13]1([C@@H:19]([NH2:21])[CH3:20])[CH:18]=[CH:17][CH:16]=[CH:15][CH:14]=1, predict the reaction product. The product is: [C:13]1([C@@H:19]([NH:21][C:2]2[CH2:7][O:6][CH2:5][CH2:4][C:3]=2[C:8]([O:10][CH2:11][CH3:12])=[O:9])[CH3:20])[CH:18]=[CH:17][CH:16]=[CH:15][CH:14]=1. (3) Given the reactants [Cl:1][C:2]1[CH:7]=[CH:6][N:5]=[C:4]([C@@H:8]([NH2:12])[CH2:9][CH:10]=[CH2:11])[CH:3]=1.C([O-])(O)=O.[Na+].[C:18](Cl)([O:20][CH2:21][C:22]1[CH:27]=[CH:26][CH:25]=[CH:24][CH:23]=1)=[O:19], predict the reaction product. The product is: [CH2:21]([O:20][C:18](=[O:19])[NH:12][C@H:8]([C:4]1[CH:3]=[C:2]([Cl:1])[CH:7]=[CH:6][N:5]=1)[CH2:9][CH:10]=[CH2:11])[C:22]1[CH:27]=[CH:26][CH:25]=[CH:24][CH:23]=1. (4) Given the reactants [F:1][C:2]1[CH:7]=[CH:6][C:5]([C:8]([F:11])([F:10])[F:9])=[CH:4][C:3]=1[C:12]1[CH:17]=[CH:16][N:15]=[C:14]([C:18](=[N:20][OH:21])[NH2:19])[CH:13]=1.[C:22](N1C=CN=C1)(N1C=CN=C1)=[O:23].N12CCCN=C1CCCCC2.Cl, predict the reaction product. The product is: [F:1][C:2]1[CH:7]=[CH:6][C:5]([C:8]([F:9])([F:10])[F:11])=[CH:4][C:3]=1[C:12]1[CH:17]=[CH:16][N:15]=[C:14]([C:18]2[NH:20][O:21][C:22](=[O:23])[N:19]=2)[CH:13]=1. (5) The product is: [F:1][C:2]1[CH:7]=[CH:6][CH:5]=[CH:4][C:3]=1[N:8]1[CH2:9][CH2:10][N:11]([CH2:14][CH2:15][NH:16][CH2:29][C:20]2[CH:19]=[C:18]([CH3:17])[N:22]([C:23]3[CH:28]=[CH:27][CH:26]=[CH:25][CH:24]=3)[N:21]=2)[CH2:12][CH2:13]1. Given the reactants [F:1][C:2]1[CH:7]=[CH:6][CH:5]=[CH:4][C:3]=1[N:8]1[CH2:13][CH2:12][N:11]([CH2:14][CH2:15][NH2:16])[CH2:10][CH2:9]1.[CH3:17][C:18]1[N:22]([C:23]2[CH:28]=[CH:27][CH:26]=[CH:25][CH:24]=2)[N:21]=[C:20]([CH:29]=O)[CH:19]=1, predict the reaction product.